From a dataset of Full USPTO retrosynthesis dataset with 1.9M reactions from patents (1976-2016). Predict the reactants needed to synthesize the given product. (1) The reactants are: [N:1]1[C:2]([C:10]([OH:12])=O)=[CH:3][N:4]2[CH:9]=[CH:8][CH:7]=[CH:6][C:5]=12.[N:13]1[C:22]2[C:17](=[CH:18][CH:19]=[CH:20][CH:21]=2)[C:16]([N:23]2[CH2:28][CH2:27][N:26]([CH2:29][CH2:30][CH2:31][CH2:32][NH2:33])[CH2:25][CH2:24]2)=[CH:15][CH:14]=1. Given the product [N:13]1[C:22]2[C:17](=[CH:18][CH:19]=[CH:20][CH:21]=2)[C:16]([N:23]2[CH2:24][CH2:25][N:26]([CH2:29][CH2:30][CH2:31][CH2:32][NH:33][C:10]([C:2]3[N:1]=[C:5]4[CH:6]=[CH:7][CH:8]=[CH:9][N:4]4[CH:3]=3)=[O:12])[CH2:27][CH2:28]2)=[CH:15][CH:14]=1, predict the reactants needed to synthesize it. (2) Given the product [CH3:12][C:13]1([CH3:29])[CH2:18][C:17]([CH3:20])([CH3:19])[CH2:16][CH:15]([C:6]2[CH:7]=[CH:8][C:3]([OH:2])=[CH:4][CH:5]=2)[CH2:14]1, predict the reactants needed to synthesize it. The reactants are: C[O:2][C:3]1[CH:8]=[CH:7][C:6](B(O)O)=[CH:5][CH:4]=1.[CH3:12][C:13]1([CH3:29])[CH2:18][C:17]([CH3:20])([CH3:19])[CH2:16][C:15](OS(C(F)(F)F)(=O)=O)=[CH:14]1. (3) Given the product [F:1][C:2]1[C:7]([OH:8])=[CH:6][CH:5]=[C:4]([OH:10])[C:3]=1[C:12](=[O:21])[CH2:13][C:14]1[CH:19]=[CH:18][C:17]([F:20])=[CH:16][CH:15]=1, predict the reactants needed to synthesize it. The reactants are: [F:1][C:2]1[C:7]([O:8]C)=[CH:6][CH:5]=[C:4]([O:10]C)[C:3]=1[C:12](=[O:21])[CH2:13][C:14]1[CH:19]=[CH:18][C:17]([F:20])=[CH:16][CH:15]=1.B(Br)(Br)Br.CO. (4) Given the product [ClH:1].[S:2]1[CH:6]=[CH:5][CH:4]=[C:3]1[C:7]([O:9][CH:10]1[CH:24]([N:25]([CH3:27])[CH3:26])[C:23]2=[CH:28][CH:20]([O:21][C:22]2=[O:29])[CH:19]2[CH:15]([O:16][C:17](=[O:31])[CH:18]2[CH3:30])[CH2:14][C:13]2([CH3:32])[CH:11]1[O:12]2)=[O:8], predict the reactants needed to synthesize it. The reactants are: [ClH:1].[S:2]1[CH:6]=[CH:5][CH:4]=[C:3]1[C:7]([O:9][CH:10]1[CH:24]([N:25]([CH3:27])[CH3:26])[C:23]2=[CH:28][CH:20]([O:21][C:22]2=[O:29])[CH:19]2[CH:15]([O:16][C:17](=[O:31])[CH:18]2[CH3:30])[CH2:14][C:13]2([CH3:32])[CH:11]1[O:12]2)=[O:8]. (5) The reactants are: [CH2:1]([C:5]1[N:6]=[C:7]2[CH:22]=[CH:21][C:20]([CH3:23])=[CH:19][N:8]2[C:9](=[O:18])[C:10]=1[C:11]1[CH:16]=[CH:15][C:14](Cl)=[CH:13][CH:12]=1)[CH2:2][CH2:3][CH3:4].C(C1N=C2C=CC=CN2C(=O)C=1C1C=CC(Cl)=CC=1)CCC.[NH2:46][CH:47]1[CH2:51][CH2:50][N:49]([C:52]([O:54][C:55]([CH3:58])([CH3:57])[CH3:56])=[O:53])[CH2:48]1.NC1CCCN(C(OC(C)(C)C)=O)C1. Given the product [CH2:1]([C:5]1[N:6]=[C:7]2[CH:22]=[CH:21][C:20]([CH3:23])=[CH:19][N:8]2[C:9](=[O:18])[C:10]=1[C:11]1[CH:16]=[CH:15][C:14]([NH:46][CH:47]2[CH2:51][CH2:50][N:49]([C:52]([O:54][C:55]([CH3:58])([CH3:57])[CH3:56])=[O:53])[CH2:48]2)=[CH:13][CH:12]=1)[CH2:2][CH2:3][CH3:4], predict the reactants needed to synthesize it. (6) Given the product [F:8][C:4]1[CH:5]=[CH:6][CH:7]=[C:2]([F:1])[C:3]=1[C:9]1[C:10]2[C:11]3[CH2:22][CH2:21][NH:20][CH2:19][CH2:18][C:12]=3[NH:13][C:14]=2[CH:15]=[CH:16][CH:17]=1, predict the reactants needed to synthesize it. The reactants are: [F:1][C:2]1[CH:7]=[CH:6][CH:5]=[C:4]([F:8])[C:3]=1[C:9]1[C:10]2[C:11]3[CH2:22][CH2:21][N:20](C(OC(C)(C)C)=O)[CH2:19][CH2:18][C:12]=3[NH:13][C:14]=2[CH:15]=[CH:16][CH:17]=1.C(Cl)Cl.